Dataset: hERG Central: cardiac toxicity at 1µM, 10µM, and general inhibition. Task: Predict hERG channel inhibition at various concentrations. The compound is Cc1cccc(NC(=O)c2ccc3c(=O)n4c(nc3c2)CCCCC4)n1. Results: hERG_inhib (hERG inhibition (general)): blocker.